This data is from Catalyst prediction with 721,799 reactions and 888 catalyst types from USPTO. The task is: Predict which catalyst facilitates the given reaction. (1) Reactant: [CH2:1]([C:8]1[NH:30][C:11]2[N:12]=[N:13][C:14]([CH2:16][CH2:17][CH2:18][CH2:19][C:20]3[S:24][C:23]([C:25]([O:27]CC)=O)=[N:22][N:21]=3)=[CH:15][C:10]=2[CH:9]=1)[C:2]1[CH:7]=[CH:6][CH:5]=[CH:4][CH:3]=1.[CH3:31][CH:32]([CH3:35])[CH2:33][NH2:34]. Product: [CH2:1]([C:8]1[NH:30][C:11]2[N:12]=[N:13][C:14]([CH2:16][CH2:17][CH2:18][CH2:19][C:20]3[S:24][C:23]([C:25]([NH:34][CH2:33][CH:32]([CH3:35])[CH3:31])=[O:27])=[N:22][N:21]=3)=[CH:15][C:10]=2[CH:9]=1)[C:2]1[CH:7]=[CH:6][CH:5]=[CH:4][CH:3]=1. The catalyst class is: 5. (2) Reactant: C(OC([C:6]1[N:7]=C[O:9][C:10]=1[CH2:11][C:12]1[CH:17]=[CH:16][C:15]([Cl:18])=[C:14]([F:19])[CH:13]=1)=O)C. Product: [ClH:18].[NH2:7][CH2:6][C:10](=[O:9])[CH2:11][C:12]1[CH:17]=[CH:16][C:15]([Cl:18])=[C:14]([F:19])[CH:13]=1. The catalyst class is: 33. (3) Reactant: [CH3:1][O:2][C:3]([C:5]1[N:6]([CH3:31])[N:7]=[C:8]([O:10][CH2:11][C:12]2[C:13]([CH2:27][CH2:28][CH2:29][CH3:30])=[N:14][O:15][C:16]=2[CH:17]([OH:26])C(O)C2C=CC=CC=2)[CH:9]=1)=[O:4].C([O-])(=O)C.C([O-])(=O)C.C([O-])(=O)C.C([O-])(=O)C.[Pb+4]. Product: [CH3:1][O:2][C:3]([C:5]1[N:6]([CH3:31])[N:7]=[C:8]([O:10][CH2:11][C:12]2[C:13]([CH2:27][CH2:28][CH2:29][CH3:30])=[N:14][O:15][C:16]=2[CH:17]=[O:26])[CH:9]=1)=[O:4]. The catalyst class is: 48. (4) Reactant: [CH3:1][O:2][C:3](=[O:12])[CH2:4][C:5]1[CH:10]=[CH:9][C:8]([OH:11])=[CH:7][CH:6]=1.[C:13]1(P([C:13]2[CH:18]=[CH:17][CH:16]=[CH:15][CH:14]=2)[C:13]2[CH:18]=[CH:17][CH:16]=[CH:15][CH:14]=2)[CH:18]=[CH:17][CH:16]=[CH:15][CH:14]=1.C1(O)CCCCC1.CC(OC(/N=N/C(OC(C)C)=O)=O)C. Product: [CH3:1][O:2][C:3](=[O:12])[CH2:4][C:5]1[CH:10]=[CH:9][C:8]([O:11][CH:13]2[CH2:18][CH2:17][CH2:16][CH2:15][CH2:14]2)=[CH:7][CH:6]=1. The catalyst class is: 1. (5) The catalyst class is: 341. Reactant: Cl.[NH2:2][C:3]1[S:4][C:5]([Cl:8])=[CH:6][N:7]=1.[Cl:9][C:10]1[CH:11]=[CH:12][C:13]([O:19][CH3:20])=[C:14]([CH:18]=1)[C:15](O)=[O:16].Cl.C(N=C=NCCCN(C)C)C. Product: [Cl:9][C:10]1[CH:11]=[CH:12][C:13]([O:19][CH3:20])=[C:14]([CH:18]=1)[C:15]([NH:2][C:3]1[S:4][C:5]([Cl:8])=[CH:6][N:7]=1)=[O:16].